This data is from Reaction yield outcomes from USPTO patents with 853,638 reactions. The task is: Predict the reaction yield, written as a fraction of the theoretical maximum amount of product (1.0 means a 100% yield; for example, 0.34 means a 34% yield). (1) The reactants are [CH2:1]([O:3][C:4](=[O:12])[C:5]1[CH:10]=[CH:9][CH:8]=[CH:7][C:6]=1F)[CH3:2].[NH:13]1[CH:17]=[CH:16][N:15]=[C:14]1[CH2:18][N:19]([CH3:21])[CH3:20].C(=O)([O-])[O-].[Cs+].[Cs+]. The catalyst is CS(C)=O.CC(=O)OCC. The product is [CH2:1]([O:3][C:4](=[O:12])[C:5]1[CH:10]=[CH:9][CH:8]=[CH:7][C:6]=1[N:13]1[CH:17]=[CH:16][N:15]=[C:14]1[CH2:18][N:19]([CH3:21])[CH3:20])[CH3:2]. The yield is 0.180. (2) The reactants are C(N(CC)CC)C.[N:8]([C:11]1[CH:18]=[CH:17][C:14]([C:15]#[N:16])=[C:13]([C:19]([F:22])([F:21])[F:20])[CH:12]=1)=[C:9]=[S:10].[CH3:23][C:24]1[CH:29]=[CH:28][C:27]([NH:30][C:31]2([C:37]#[N:38])[CH2:36][CH2:35][CH2:34][CH2:33][CH2:32]2)=[CH:26][CH:25]=1.ClCCl.CC(C)=O. The catalyst is C1COCC1. The product is [NH:38]=[C:37]1[C:31]2([CH2:36][CH2:35][CH2:34][CH2:33][CH2:32]2)[N:30]([C:27]2[CH:26]=[CH:25][C:24]([CH3:23])=[CH:29][CH:28]=2)[C:9](=[S:10])[N:8]1[C:11]1[CH:18]=[CH:17][C:14]([C:15]#[N:16])=[C:13]([C:19]([F:20])([F:22])[F:21])[CH:12]=1. The yield is 0.0800.